From a dataset of Peptide-MHC class I binding affinity with 185,985 pairs from IEDB/IMGT. Regression. Given a peptide amino acid sequence and an MHC pseudo amino acid sequence, predict their binding affinity value. This is MHC class I binding data. (1) The peptide sequence is FTGWRDPGL. The MHC is HLA-A29:02 with pseudo-sequence HLA-A29:02. The binding affinity (normalized) is 0.0847. (2) The peptide sequence is SCINRCFYV. The MHC is HLA-A11:01 with pseudo-sequence HLA-A11:01. The binding affinity (normalized) is 0. (3) The peptide sequence is TSKTTILSK. The MHC is HLA-A31:01 with pseudo-sequence HLA-A31:01. The binding affinity (normalized) is 0.296. (4) The peptide sequence is RPMTFKAAV. The MHC is HLA-B57:01 with pseudo-sequence HLA-B57:01. The binding affinity (normalized) is 0.0576.